This data is from Reaction yield outcomes from USPTO patents with 853,638 reactions. The task is: Predict the reaction yield, written as a fraction of the theoretical maximum amount of product (1.0 means a 100% yield; for example, 0.34 means a 34% yield). The reactants are [F:1][C:2]1[CH:9]=[C:8]([F:10])[CH:7]=[CH:6][C:3]=1[CH2:4]Br.[H-].[Na+].[F:13][C:14]([F:23])([F:22])[CH2:15][CH2:16][CH:17]([C:20]#[N:21])[C:18]#[N:19]. The catalyst is CN(C)C=O. The product is [F:1][C:2]1[CH:9]=[C:8]([F:10])[CH:7]=[CH:6][C:3]=1[CH2:4][C:17]([CH2:16][CH2:15][C:14]([F:13])([F:22])[F:23])([C:18]#[N:19])[C:20]#[N:21]. The yield is 0.570.